From a dataset of Full USPTO retrosynthesis dataset with 1.9M reactions from patents (1976-2016). Predict the reactants needed to synthesize the given product. (1) Given the product [CH:3]1([CH2:6][O:7][C:8]2[CH:13]=[CH:12][C:11]([S:14]([CH3:17])(=[O:16])=[O:15])=[CH:10][C:9]=2[C:18]2[CH:19]=[C:20]([CH3:25])[C:21](=[O:24])[N:22]([CH2:31][CH:32]3[CH2:35][O:34][CH2:33]3)[CH:23]=2)[CH2:5][CH2:4]1, predict the reactants needed to synthesize it. The reactants are: [H-].[Na+].[CH:3]1([CH2:6][O:7][C:8]2[CH:13]=[CH:12][C:11]([S:14]([CH3:17])(=[O:16])=[O:15])=[CH:10][C:9]=2[C:18]2[CH:19]=[C:20]([CH3:25])[C:21](=[O:24])[NH:22][CH:23]=2)[CH2:5][CH2:4]1.CS(O[CH2:31][CH:32]1[CH2:35][O:34][CH2:33]1)(=O)=O. (2) The reactants are: [C:1]([OH:6])(=[O:5])[CH:2]([CH3:4])[OH:3].[C:7](=[O:9])=[O:8].[CH3:10][C:11]([CH3:13])=O.[Li+].[CH3:15][CH:16]([N-]C(C)C)[CH3:17].[CH2:22](Br)[C:23](=[CH2:25])[CH3:24]. Given the product [CH:11]([O:5][C:1](=[O:6])[CH:2]([OH:3])[CH:4]([CH2:22][C:23]([CH3:24])=[CH2:25])[C:7]([O:9][CH:16]([CH3:17])[CH3:15])=[O:8])([CH3:13])[CH3:10], predict the reactants needed to synthesize it. (3) Given the product [CH3:1][O:2][C:3](=[O:8])[CH:4]([C:5](=[O:7])[CH3:6])[CH2:13][CH2:14][CH2:15][C:16]1[CH:21]=[CH:20][CH:19]=[CH:18][CH:17]=1, predict the reactants needed to synthesize it. The reactants are: [CH3:1][O:2][C:3](=[O:8])/[CH:4]=[C:5](/[O-:7])\[CH3:6].[Na+].[I-].[K+].Br[CH2:13][CH2:14][CH2:15][C:16]1[CH:21]=[CH:20][CH:19]=[CH:18][CH:17]=1. (4) Given the product [CH:21]1[C:20]2[C:2]3[C:3]([C:4]4[C:13]([C:12]=2[CH:11]=[CH:23][CH:22]=1)=[CH:8][CH:7]=[CH:6][CH:5]=4)=[CH:27][C:26]([B:29]([OH:34])[OH:30])=[C:14]1[C:19]=3[CH:18]=[CH:17][CH:16]=[CH:15]1, predict the reactants needed to synthesize it. The reactants are: Br[C:2]1[CH:3]=[C:4]2[C:13](=[C:14]3[C:19]=1[CH:18]=[CH:17][CH:16]=[CH:15]3)[C:12]1[CH:20]=[CH:21][CH:22]=[CH:23][C:11]=1C1[C:5]2=[CH:6][CH:7]=[CH:8]C=1.C([Li])C[CH2:26][CH3:27].[B:29](OC(C)C)([O:34]C(C)C)[O:30]C(C)C.Cl. (5) Given the product [N+:3]([C:6]1[CH:7]=[C:8]([CH3:14])[C:9]([S:13][C:16]2[CH:21]=[CH:20][CH:19]=[C:18]([O:22][CH:23]([F:25])[F:24])[CH:17]=2)=[CH:10][C:11]=1[CH3:12])([O-:5])=[O:4], predict the reactants needed to synthesize it. The reactants are: [H-].[Na+].[N+:3]([C:6]1[C:11]([CH3:12])=[CH:10][C:9]([SH:13])=[C:8]([CH3:14])[CH:7]=1)([O-:5])=[O:4].Br[C:16]1[CH:21]=[CH:20][CH:19]=[C:18]([O:22][CH:23]([F:25])[F:24])[CH:17]=1.